This data is from Full USPTO retrosynthesis dataset with 1.9M reactions from patents (1976-2016). The task is: Predict the reactants needed to synthesize the given product. (1) Given the product [NH2:34][CH2:33][C@@H:18]1[C@@H:17]([C@@:7]2([CH3:16])[CH2:8][CH2:9][C@H:10]([OH:12])[CH2:11][C@@H:6]2[CH2:5][OH:4])[CH2:25][CH2:24][C@@:23]2([CH3:26])[C@H:19]1[CH2:20][CH2:21][C@:22]2([C:27]1[S:28][CH:29]=[CH:30][CH:31]=1)[OH:32], predict the reactants needed to synthesize it. The reactants are: C([O:4][CH2:5][C@H:6]1[CH2:11][C@@H:10]([O:12]C(=O)C)[CH2:9][CH2:8][C@@:7]1([C@H:17]1[CH2:25][CH2:24][C@@:23]2([CH3:26])[C@@H:19]([CH2:20][CH2:21][C@@:22]2([OH:32])[C:27]2[S:28][CH:29]=[CH:30][CH:31]=2)[C@@H:18]1[CH2:33][NH2:34])[CH3:16])(=O)C.C(=O)([O-])[O-].[K+].[K+]. (2) Given the product [CH3:2][O:3][C:4]1[CH:5]=[CH:6][C:7]([N:10]2[CH2:15][CH2:14][N:13]([C:16]3[C:17]([CH3:31])=[C:18]([CH3:30])[C:19]4[O:23][C:22]([CH3:24])([CH3:25])[C:21](=[CH2:27])[C:20]=4[C:28]=3[CH3:29])[CH2:12][CH2:11]2)=[CH:8][CH:9]=1, predict the reactants needed to synthesize it. The reactants are: Cl.[CH3:2][O:3][C:4]1[CH:9]=[CH:8][C:7]([N:10]2[CH2:15][CH2:14][N:13]([C:16]3[C:17]([CH3:31])=[C:18]([CH3:30])[C:19]4[O:23][C:22]([CH3:25])([CH3:24])[C:21]([CH3:27])(O)[C:20]=4[C:28]=3[CH3:29])[CH2:12][CH2:11]2)=[CH:6][CH:5]=1.